This data is from Forward reaction prediction with 1.9M reactions from USPTO patents (1976-2016). The task is: Predict the product of the given reaction. Given the reactants [NH2:1][C:2]1[CH:7]=[CH:6][C:5]([NH:8][C:9]([C:11]2[S:12][C:13]([S:19][C:20]3[C:25]([Cl:26])=[CH:24][N:23]=[CH:22][C:21]=3[Cl:27])=[C:14]([N+:16]([O-:18])=[O:17])[CH:15]=2)=[O:10])=[CH:4][CH:3]=1.Cl.[N:29]1([C:38](=N)[NH2:39])C2C=CC=CC=2N=N1.C(N(CC)CC)C, predict the reaction product. The product is: [Cl:26][C:25]1[CH:24]=[N:23][CH:22]=[C:21]([Cl:27])[C:20]=1[S:19][C:13]1[S:12][C:11]([C:9]([NH:8][C:5]2[CH:4]=[CH:3][C:2]([NH:1][C:38]([NH2:39])=[NH:29])=[CH:7][CH:6]=2)=[O:10])=[CH:15][C:14]=1[N+:16]([O-:18])=[O:17].